Dataset: Full USPTO retrosynthesis dataset with 1.9M reactions from patents (1976-2016). Task: Predict the reactants needed to synthesize the given product. The reactants are: Cl.[NH2:2][C@@H:3]([C:8]([CH3:11])([CH3:10])[CH3:9])[C:4]([O:6][CH3:7])=[O:5].[CH:12](=O)[C:13]1[CH:18]=[CH:17][CH:16]=[CH:15][CH:14]=1.[Na]. Given the product [CH3:7][O:6][C:4](=[O:5])[C@@H:3]([NH:2][CH2:12][C:13]1[CH:18]=[CH:17][CH:16]=[CH:15][CH:14]=1)[C:8]([CH3:11])([CH3:10])[CH3:9], predict the reactants needed to synthesize it.